The task is: Predict the reactants needed to synthesize the given product.. This data is from Full USPTO retrosynthesis dataset with 1.9M reactions from patents (1976-2016). (1) The reactants are: [Cl:1][C:2]1[CH:11]=[CH:10][C:9]([NH2:12])=[C:8]2[C:3]=1[CH:4]=[CH:5][CH:6]=[N:7]2.[Cl:13][C:14]1[CH:19]=[C:18]([Cl:20])[CH:17]=[CH:16][C:15]=1[S:21](Cl)(=[O:23])=[O:22]. Given the product [Cl:13][C:14]1[CH:19]=[C:18]([Cl:20])[CH:17]=[CH:16][C:15]=1[S:21]([NH:12][C:9]1[CH:10]=[CH:11][C:2]([Cl:1])=[C:3]2[C:8]=1[N:7]=[CH:6][CH:5]=[CH:4]2)(=[O:23])=[O:22], predict the reactants needed to synthesize it. (2) Given the product [CH3:10][O:9][C:7]1[CH:6]=[C:5]([N:11]2[CH2:16][CH2:15][N:14]([C:17]([C:19]3[C:23]([C:24]4[CH:29]=[CH:28][CH:27]=[CH:26][CH:25]=4)=[CH:22][N:21]([CH2:33][C:34]([OH:36])=[O:35])[CH:20]=3)=[O:18])[CH2:13][CH2:12]2)[CH:4]=[C:3]([O:2][CH3:1])[CH:8]=1, predict the reactants needed to synthesize it. The reactants are: [CH3:1][O:2][C:3]1[CH:4]=[C:5]([N:11]2[CH2:16][CH2:15][N:14]([C:17]([C:19]3[C:23]([C:24]4[CH:29]=[CH:28][CH:27]=[CH:26][CH:25]=4)=[CH:22][NH:21][CH:20]=3)=[O:18])[CH2:13][CH2:12]2)[CH:6]=[C:7]([O:9][CH3:10])[CH:8]=1.[H-].[Na+].Br[CH2:33][C:34]([O:36]CC)=[O:35]. (3) Given the product [CH3:4][C:2]([Si:5]([CH3:18])([CH3:17])[O:6][CH2:7][CH2:8][C:9]1[O:10][C:11]([CH2:14][CH2:15][O:16][CH2:21][C:22]2[CH:27]=[CH:26][CH:25]=[CH:24][CH:23]=2)=[CH:12][CH:13]=1)([CH3:1])[CH3:3], predict the reactants needed to synthesize it. The reactants are: [CH3:1][C:2]([Si:5]([CH3:18])([CH3:17])[O:6][CH2:7][CH2:8][C:9]1[O:10][C:11]([CH2:14][CH2:15][OH:16])=[CH:12][CH:13]=1)([CH3:4])[CH3:3].[H-].[Na+].[CH2:21](Br)[C:22]1[CH:27]=[CH:26][CH:25]=[CH:24][CH:23]=1.O. (4) Given the product [ClH:27].[F:21][C:19]1[CH:18]=[CH:17][C:16]([C:22]([F:25])([F:23])[F:24])=[C:15]([C:14]([N:11]2[CH2:12][CH2:13][NH:8][CH2:9][CH2:10]2)=[O:26])[CH:20]=1, predict the reactants needed to synthesize it. The reactants are: C(OC([N:8]1[CH2:13][CH2:12][N:11]([C:14](=[O:26])[C:15]2[CH:20]=[C:19]([F:21])[CH:18]=[CH:17][C:16]=2[C:22]([F:25])([F:24])[F:23])[CH2:10][CH2:9]1)=O)(C)(C)C.[ClH:27]. (5) Given the product [N:14]([C:10]1[C:9]([CH3:15])=[N:8][C:7]([O:6][CH3:5])=[N:12][C:11]=1[CH3:13])=[C:1]=[S:2], predict the reactants needed to synthesize it. The reactants are: [C:1](Cl)(Cl)=[S:2].[CH3:5][O:6][C:7]1[N:12]=[C:11]([CH3:13])[C:10]([NH2:14])=[C:9]([CH3:15])[N:8]=1.